From a dataset of NCI-60 drug combinations with 297,098 pairs across 59 cell lines. Regression. Given two drug SMILES strings and cell line genomic features, predict the synergy score measuring deviation from expected non-interaction effect. (1) Drug 1: C1=NC2=C(N=C(N=C2N1C3C(C(C(O3)CO)O)O)F)N. Drug 2: CC(C)CN1C=NC2=C1C3=CC=CC=C3N=C2N. Cell line: NCI-H460. Synergy scores: CSS=3.78, Synergy_ZIP=-2.33, Synergy_Bliss=-3.76, Synergy_Loewe=-1.73, Synergy_HSA=-3.35. (2) Drug 1: C1C(C(OC1N2C=C(C(=O)NC2=O)F)CO)O. Drug 2: N.N.Cl[Pt+2]Cl. Cell line: OVCAR3. Synergy scores: CSS=14.1, Synergy_ZIP=3.10, Synergy_Bliss=7.61, Synergy_Loewe=-7.06, Synergy_HSA=-3.36. (3) Drug 1: COC1=NC(=NC2=C1N=CN2C3C(C(C(O3)CO)O)O)N. Drug 2: CC(C)CN1C=NC2=C1C3=CC=CC=C3N=C2N. Cell line: NCIH23. Synergy scores: CSS=-5.22, Synergy_ZIP=5.08, Synergy_Bliss=4.39, Synergy_Loewe=0.634, Synergy_HSA=-1.30. (4) Drug 1: CCN(CC)CCNC(=O)C1=C(NC(=C1C)C=C2C3=C(C=CC(=C3)F)NC2=O)C. Drug 2: B(C(CC(C)C)NC(=O)C(CC1=CC=CC=C1)NC(=O)C2=NC=CN=C2)(O)O. Cell line: OVCAR-4. Synergy scores: CSS=28.8, Synergy_ZIP=1.15, Synergy_Bliss=0.0253, Synergy_Loewe=-27.7, Synergy_HSA=-2.45. (5) Drug 1: C1CC(=O)NC(=O)C1N2C(=O)C3=CC=CC=C3C2=O. Drug 2: C(CCl)NC(=O)N(CCCl)N=O. Cell line: NCI-H226. Synergy scores: CSS=4.37, Synergy_ZIP=-4.44, Synergy_Bliss=-5.90, Synergy_Loewe=-2.25, Synergy_HSA=-2.28.